Predict the reactants needed to synthesize the given product. From a dataset of Full USPTO retrosynthesis dataset with 1.9M reactions from patents (1976-2016). (1) Given the product [C:29]([N:26]1[CH2:27][CH2:28][N:23]([C:21](=[O:22])[CH:20]([NH:32][C:33]([O:35][C:36]([CH3:39])([CH3:38])[CH3:37])=[O:34])[CH2:19][C:16]2[CH:17]=[CH:18][C:13]([O:12][C:9]3[CH:10]=[CH:11][C:6]([CH2:5][CH2:4][C:3]([OH:40])=[O:2])=[CH:7][CH:8]=3)=[CH:14][CH:15]=2)[CH2:24][CH2:25]1)(=[O:31])[CH3:30], predict the reactants needed to synthesize it. The reactants are: C[O:2][C:3](=[O:40])[CH2:4][CH2:5][C:6]1[CH:11]=[CH:10][C:9]([O:12][C:13]2[CH:18]=[CH:17][C:16]([CH2:19][CH:20]([NH:32][C:33]([O:35][C:36]([CH3:39])([CH3:38])[CH3:37])=[O:34])[C:21]([N:23]3[CH2:28][CH2:27][N:26]([C:29](=[O:31])[CH3:30])[CH2:25][CH2:24]3)=[O:22])=[CH:15][CH:14]=2)=[CH:8][CH:7]=1.[OH-].[Li+]. (2) Given the product [CH3:17][C:15](=[CH2:16])[C:14]([NH:1][C:2]1[CH:7]=[CH:6][CH:5]=[CH:4][C:3]=1[C:8]1[CH:9]=[CH:10][CH:11]=[CH:12][CH:13]=1)=[O:18], predict the reactants needed to synthesize it. The reactants are: [NH2:1][C:2]1[CH:7]=[CH:6][CH:5]=[CH:4][C:3]=1[C:8]1[CH:13]=[CH:12][CH:11]=[CH:10][CH:9]=1.[C:14](O[C:14](=[O:18])[C:15]([CH3:17])=[CH2:16])(=[O:18])[C:15]([CH3:17])=[CH2:16]. (3) Given the product [CH3:2][O:10][CH2:11][CH2:12][CH2:13][N:18]([CH2:17][CH2:16][O:15][C:14]1[CH:22]=[CH:23][C:11]([O:10][C:2]2[S:1][C:9]3[C:4]([N:3]=2)=[N:5][CH:6]=[CH:7][CH:8]=3)=[CH:12][CH:13]=1)[CH:19]1[CH2:21][CH2:20]1, predict the reactants needed to synthesize it. The reactants are: [S:1]1[C:9]2[C:4](=[N:5][CH:6]=[CH:7][CH:8]=2)[N:3]=[C:2]1[O:10][C:11]1[CH:23]=[CH:22][C:14]([O:15][CH2:16][CH2:17][NH:18][CH:19]2[CH2:21][CH2:20]2)=[CH:13][CH:12]=1.[H-].[Na+]. (4) Given the product [N:12]1[C:2]2[CH2:6][CH2:5][CH2:4][C:3]=2[C:7]([OH:9])=[N:15][C:13]=1[OH:14], predict the reactants needed to synthesize it. The reactants are: O=[C:2]1[CH2:6][CH2:5][CH2:4][CH:3]1[C:7]([O:9]CC)=O.[NH2:12][C:13]([NH2:15])=[O:14].Cl.[OH-].[Na+]. (5) Given the product [Cl:1][C:2]1[CH:3]=[CH:4][C:5]([CH2:6][NH:7][C:8]([C:10]2[CH:11]=[C:12]3[C:13]([C:14](=[O:16])[N:33]([C:31]4[CH:32]=[N:27][CH:28]=[N:29][CH:30]=4)[C:21](=[S:22])[NH:20]3)=[CH:18][CH:19]=2)=[O:9])=[CH:23][CH:24]=1, predict the reactants needed to synthesize it. The reactants are: [Cl:1][C:2]1[CH:24]=[CH:23][C:5]([CH2:6][NH:7][C:8]([C:10]2[CH:19]=[CH:18][C:13]([C:14]([O:16]C)=O)=[C:12]([N:20]=[C:21]=[S:22])[CH:11]=2)=[O:9])=[CH:4][CH:3]=1.[H-].[Na+].[N:27]1[CH:32]=[C:31]([NH2:33])[CH:30]=[N:29][CH:28]=1. (6) Given the product [CH3:22][S:23]([O:13][CH2:12][CH:7]1[N:6]2[C:14]3[CH:15]=[CH:16][CH:17]=[C:18]([F:21])[C:19]=3[CH:20]=[C:5]2[C:4]2[N:3]=[C:2]([Cl:1])[CH:11]=[CH:10][C:9]=2[CH2:8]1)(=[O:25])=[O:24], predict the reactants needed to synthesize it. The reactants are: [Cl:1][C:2]1[CH:11]=[CH:10][C:9]2[CH2:8][CH:7]([CH2:12][OH:13])[N:6]3[C:14]4[CH:15]=[CH:16][CH:17]=[C:18]([F:21])[C:19]=4[CH:20]=[C:5]3[C:4]=2[N:3]=1.[CH3:22][S:23](Cl)(=[O:25])=[O:24]. (7) Given the product [N+:15]([C:12]1[CH:13]=[CH:14][C:9]([N:1]2[CH:6]=[CH:5][CH:4]=[CH:3][C:2]2=[O:7])=[CH:10][CH:11]=1)([O-:17])=[O:16], predict the reactants needed to synthesize it. The reactants are: [NH:1]1[CH:6]=[CH:5][CH:4]=[CH:3][C:2]1=[O:7].Br[C:9]1[CH:14]=[CH:13][C:12]([N+:15]([O-:17])=[O:16])=[CH:11][CH:10]=1.CNCCNC.[O-]P([O-])([O-])=O.[K+].[K+].[K+]. (8) Given the product [F:1][C:2]([F:7])([F:6])[C:3]([OH:5])=[O:4].[F:8][C:9]1[CH:10]=[CH:11][C:12]([C:15]2[N:20]=[CH:19][C:18]([NH:21][CH2:22][C:23]([NH:26][C:27]3[S:28][CH:29]=[CH:30][N:31]=3)=[O:25])=[CH:17][CH:16]=2)=[CH:13][CH:14]=1, predict the reactants needed to synthesize it. The reactants are: [F:1][C:2]([F:7])([F:6])[C:3]([OH:5])=[O:4].[F:8][C:9]1[CH:14]=[CH:13][C:12]([C:15]2[N:20]=[CH:19][C:18]([NH:21][CH2:22][C:23]([OH:25])=O)=[CH:17][CH:16]=2)=[CH:11][CH:10]=1.[NH2:26][C:27]1[S:28][CH:29]=[CH:30][N:31]=1.